From a dataset of Reaction yield outcomes from USPTO patents with 853,638 reactions. Predict the reaction yield, written as a fraction of the theoretical maximum amount of product (1.0 means a 100% yield; for example, 0.34 means a 34% yield). (1) The reactants are [OH:1][C@@H:2]1[CH2:6][N:5](C(OC(C)(C)C)=O)[C@H:4]([C:14](=[O:34])[NH:15][CH2:16][C:17]2[C:18]([O:32][CH3:33])=[N:19][N:20]([C:22]3[CH:27]=[CH:26][C:25]([C:28]([F:31])([F:30])[F:29])=[CH:24][CH:23]=3)[CH:21]=2)[CH2:3]1.FC(F)(F)C(O)=O. The catalyst is ClCCl. The product is [OH:1][C@@H:2]1[CH2:6][NH:5][C@H:4]([C:14]([NH:15][CH2:16][C:17]2[C:18]([O:32][CH3:33])=[N:19][N:20]([C:22]3[CH:27]=[CH:26][C:25]([C:28]([F:31])([F:30])[F:29])=[CH:24][CH:23]=3)[CH:21]=2)=[O:34])[CH2:3]1. The yield is 0.950. (2) No catalyst specified. The product is [C:52]([O:51][C:48]1[CH:47]=[CH:46][C:45]([CH2:44][C@H:40]([NH:39][C:37](=[O:38])[O:36][CH2:35][CH:33]2[C:34]3[CH:22]=[CH:23][CH:24]=[CH:25][C:26]=3[C:27]3[C:32]2=[CH:31][CH:30]=[CH:29][CH:28]=3)[C:41]([N:12]([CH2:11][C:8]2[C:6]3=[N:7][C:2]([Cl:1])=[CH:3][CH:4]=[C:5]3[S:10][CH:9]=2)[C@@H:13]([CH3:21])[CH:14]([O:18][CH2:19][CH3:20])[O:15][CH2:16][CH3:17])=[O:42])=[CH:50][CH:49]=1)([CH3:55])([CH3:53])[CH3:54]. The reactants are [Cl:1][C:2]1[N:7]=[C:6]2[C:8]([CH2:11][NH:12][C@@H:13]([CH3:21])[CH:14]([O:18][CH2:19][CH3:20])[O:15][CH2:16][CH3:17])=[CH:9][S:10][C:5]2=[CH:4][CH:3]=1.[CH:22]1[C:34]2[CH:33]([CH2:35][O:36][C:37]([NH:39][C@@H:40]([CH2:44][C:45]3[CH:50]=[CH:49][C:48]([O:51][C:52]([CH3:55])([CH3:54])[CH3:53])=[CH:47][CH:46]=3)[C:41](O)=[O:42])=[O:38])[C:32]3[C:27](=[CH:28][CH:29]=[CH:30][CH:31]=3)[C:26]=2[CH:25]=[CH:24][CH:23]=1. The yield is 0.550.